This data is from Forward reaction prediction with 1.9M reactions from USPTO patents (1976-2016). The task is: Predict the product of the given reaction. Given the reactants [CH:1]1([CH2:4][N:5]2[C:9]3[CH:10]=[CH:11][C:12]([CH2:14]O)=[CH:13][C:8]=3[N:7]=[C:6]2[CH2:16][C:17]([CH3:20])([CH3:19])[CH3:18])[CH2:3][CH2:2]1.CS([Cl:25])(=O)=O.C(N(CC)CC)C.O, predict the reaction product. The product is: [Cl:25][CH2:14][C:12]1[CH:11]=[CH:10][C:9]2[N:5]([CH2:4][CH:1]3[CH2:3][CH2:2]3)[C:6]([CH2:16][C:17]([CH3:20])([CH3:19])[CH3:18])=[N:7][C:8]=2[CH:13]=1.